This data is from Reaction yield outcomes from USPTO patents with 853,638 reactions. The task is: Predict the reaction yield, written as a fraction of the theoretical maximum amount of product (1.0 means a 100% yield; for example, 0.34 means a 34% yield). (1) The reactants are [CH3:1][NH:2][S:3]([CH:6]1[CH2:11][CH2:10][N:9]([C:12](OCC2C=CC=CC=2)=O)[CH2:8][CH2:7]1)(=[O:5])=[O:4].ClC1[N:28]=[C:27]([N:29]2[CH2:34][CH2:33][O:32][CH2:31][CH2:30]2)[N:26]=[C:25]([N:35]2[C:39]3[CH:40]=[CH:41][CH:42]=[C:43]([O:44][CH3:45])[C:38]=3[N:37]=[C:36]2[CH:46]([F:48])[F:47])[N:24]=1.CCN(C(C)C)C(C)C. The catalyst is CO.C1COCC1.[Pd]. The product is [F:48][CH:46]([F:47])[C:36]1[N:35]([C:25]2[N:26]=[C:27]([N:29]3[CH2:30][CH2:31][O:32][CH2:33][CH2:34]3)[N:28]=[C:12]([N:9]3[CH2:8][CH2:7][CH:6]([S:3]([NH:2][CH3:1])(=[O:4])=[O:5])[CH2:11][CH2:10]3)[N:24]=2)[C:39]2[CH:40]=[CH:41][CH:42]=[C:43]([O:44][CH3:45])[C:38]=2[N:37]=1. The yield is 0.390. (2) The reactants are [CH3:1][O:2][C:3]1[CH:8]=[CH:7][N:6]=[CH:5][C:4]=1[NH2:9].C(O)(C(F)(F)F)=O.C1C(=O)N([Br:24])C(=O)C1. No catalyst specified. The product is [Br:24][C:5]1[C:4]([NH2:9])=[C:3]([O:2][CH3:1])[CH:8]=[CH:7][N:6]=1. The yield is 0.770. (3) The reactants are [OH:1][CH2:2][CH2:3][CH2:4][CH2:5][CH2:6][CH2:7][CH2:8][O:9][C:10]1[CH:15]=[CH:14][N+:13]([O-])=[C:12]([CH3:17])[C:11]=1[CH3:18].[C:19]([O:22]C(=O)C)(=[O:21])[CH3:20]. No catalyst specified. The product is [OH:1][CH2:2][CH2:3][CH2:4][CH2:5][CH2:6][CH2:7][CH2:8][O:9][C:10]1[CH:15]=[CH:14][N:13]=[C:12]([CH2:17][O:22][C:19](=[O:21])[CH3:20])[C:11]=1[CH3:18]. The yield is 0.916.